From a dataset of Forward reaction prediction with 1.9M reactions from USPTO patents (1976-2016). Predict the product of the given reaction. (1) Given the reactants [NH2:1][C:2]1[C:7]([I:8])=[C:6]([NH2:9])[CH:5]=[CH:4][N:3]=1.Cl[CH2:11][C:12](=O)[CH3:13], predict the reaction product. The product is: [NH2:9][C:6]1[CH:5]=[CH:4][N:3]2[CH:11]=[C:12]([CH3:13])[N:1]=[C:2]2[C:7]=1[I:8]. (2) The product is: [C:17]([C:12]1[C:11]([C:9]([C:8]2[CH:19]=[CH:20][CH:21]=[C:6]([O:5][CH2:1][CH:2]([CH3:4])[CH3:3])[CH:7]=2)=[N:28][S:26]([C:23]([CH3:25])([CH3:24])[CH3:22])=[O:27])=[CH:16][CH:15]=[CH:14][N:13]=1)#[N:18]. Given the reactants [CH2:1]([O:5][C:6]1[CH:7]=[C:8]([CH:19]=[CH:20][CH:21]=1)[C:9]([C:11]1[C:12]([C:17]#[N:18])=[N:13][CH:14]=[CH:15][CH:16]=1)=O)[CH:2]([CH3:4])[CH3:3].[CH3:22][C:23]([S:26]([NH2:28])=[O:27])([CH3:25])[CH3:24], predict the reaction product.